From a dataset of Full USPTO retrosynthesis dataset with 1.9M reactions from patents (1976-2016). Predict the reactants needed to synthesize the given product. Given the product [N:30]1([C:19]2[CH:18]=[CH:17][C:16]([NH:15][C:13]3[C:12]([C:27]([NH2:29])=[O:28])=[CH:11][N:10]=[C:9]([NH:8][C@@H:3]4[CH2:4][CH2:5][CH2:6][CH2:7][C@@H:2]4[NH2:1])[N:14]=3)=[CH:21][CH:20]=2)[CH:34]=[CH:33][CH:32]=[CH:31]1, predict the reactants needed to synthesize it. The reactants are: [NH2:1][C@H:2]1[CH2:7][CH2:6][CH2:5][CH2:4][C@H:3]1[NH:8][C:9]1[N:14]=[C:13]([NH:15][C:16]2[CH:21]=[CH:20][C:19](C3ON=CC=3)=[CH:18][CH:17]=2)[C:12]([C:27]([NH2:29])=[O:28])=[CH:11][N:10]=1.[N:30]1(C2C=CC(N)=CC=2)[CH:34]=[CH:33][CH:32]=[CH:31]1.